This data is from Forward reaction prediction with 1.9M reactions from USPTO patents (1976-2016). The task is: Predict the product of the given reaction. (1) The product is: [CH3:27][C:28]1[S:29][C:30]([CH:34]([C:6]2[N:2]([CH3:1])[N:3]=[N:4][CH:5]=2)[OH:35])=[C:31]([CH3:33])[N:32]=1. Given the reactants [CH3:1][N:2]1[CH:6]=[CH:5][N:4]=[N:3]1.ClC1C=CC(C(C2N(C)N=NC=2)O)=CC=1.[Li]CCCC.[CH3:27][C:28]1[S:29][C:30]([CH:34]=[O:35])=[C:31]([CH3:33])[N:32]=1, predict the reaction product. (2) Given the reactants [NH2:1][CH2:2][CH2:3][CH2:4][CH2:5][N:6]1[C:18]2[C:17]3[CH:16]=[CH:15][CH:14]=[CH:13][C:12]=3[N:11]=[C:10]([NH2:19])[C:9]=2[N:8]=[C:7]1[CH2:20][CH2:21][O:22][CH3:23].[N:24]1([C:29]2[CH:37]=[CH:36][C:32]([C:33](O)=[O:34])=[CH:31][CH:30]=2)[CH:28]=[CH:27][CH:26]=[CH:25]1, predict the reaction product. The product is: [NH2:19][C:10]1[C:9]2[N:8]=[C:7]([CH2:20][CH2:21][O:22][CH3:23])[N:6]([CH2:5][CH2:4][CH2:3][CH2:2][NH:1][C:33](=[O:34])[C:32]3[CH:36]=[CH:37][C:29]([N:24]4[CH:28]=[CH:27][CH:26]=[CH:25]4)=[CH:30][CH:31]=3)[C:18]=2[C:17]2[CH:16]=[CH:15][CH:14]=[CH:13][C:12]=2[N:11]=1. (3) Given the reactants CCN=C=NCCCN(C)C.C1C=CC2N(O)N=NC=2C=1.[Cl:22][C:23]1[CH:24]=[C:25]([C:33]([OH:35])=O)[CH:26]=[N:27][C:28]=1[O:29][CH:30]([CH3:32])[CH3:31].O[NH:37]/[C:38](=[N:55]\[H])/[C:39]1[CH:40]=[C:41]2[C:45](=[CH:46][CH:47]=1)[NH:44][C:43]([CH2:48][CH2:49][C:50]([O:52][CH2:53][CH3:54])=[O:51])=[CH:42]2.CCCC[N+](CCCC)(CCCC)CCCC.[F-], predict the reaction product. The product is: [Cl:22][C:23]1[CH:24]=[C:25]([C:33]2[O:35][N:55]=[C:38]([C:39]3[CH:40]=[C:41]4[C:45](=[CH:46][CH:47]=3)[NH:44][C:43]([CH2:48][CH2:49][C:50]([O:52][CH2:53][CH3:54])=[O:51])=[CH:42]4)[N:37]=2)[CH:26]=[N:27][C:28]=1[O:29][CH:30]([CH3:31])[CH3:32]. (4) The product is: [C:28](=[O:29])([O:6][C@H:5]1[C@@H:3]2[O:4][C:14]([CH3:16])([CH3:13])[O:1][C@@H:2]2[O:8][C@H:7]1[C@@H:9]1[CH2:11][O:12][C:18]([CH3:20])([CH3:17])[O:10]1)[O:30][CH:31]([Cl:33])[CH3:32]. Given the reactants [O:1]=[CH:2][C@@H:3]([C@H:5]([C@@H:7]([C@@H:9]([CH2:11][OH:12])[OH:10])[OH:8])[OH:6])[OH:4].[CH3:13][C:14]([CH3:16])=O.[CH3:17][C:18]([CH3:20])=O.N1C=CC=CC=1.Cl[C:28]([O:30][CH:31]([Cl:33])[CH3:32])=[O:29], predict the reaction product. (5) Given the reactants [C:1]([C:3]1[C:4]([C:21]2[CH:26]=[CH:25][C:24]([N+:27]([O-:29])=[O:28])=[CH:23][CH:22]=2)=[N:5][S:6][C:7]=1[NH:8][C:9]([NH:11][CH2:12][CH2:13][CH2:14][N:15]1[CH2:20][CH2:19][O:18][CH2:17][CH2:16]1)=[O:10])#[N:2].[OH:30]S(O)(=O)=O, predict the reaction product. The product is: [N:15]1([CH2:14][CH2:13][CH2:12][NH:11][C:9]([NH:8][C:7]2[S:6][N:5]=[C:4]([C:21]3[CH:22]=[CH:23][C:24]([N+:27]([O-:29])=[O:28])=[CH:25][CH:26]=3)[C:3]=2[C:1]([NH2:2])=[O:30])=[O:10])[CH2:16][CH2:17][O:18][CH2:19][CH2:20]1.